Dataset: Reaction yield outcomes from USPTO patents with 853,638 reactions. Task: Predict the reaction yield, written as a fraction of the theoretical maximum amount of product (1.0 means a 100% yield; for example, 0.34 means a 34% yield). (1) The reactants are C([O:3][C:4]([C:6]1[C:15](=[O:16])[N:14]2[C:9]([C:10]([CH3:32])=[C:11]([N:18]3[CH2:22][CH2:21][CH:20]([CH2:23][NH:24][C:25]([O:27][C:28]([CH3:31])([CH3:30])[CH3:29])=[O:26])[CH2:19]3)[C:12]([F:17])=[CH:13]2)=[C:8]([CH:33]2[CH2:35][CH2:34]2)[CH:7]=1)=[O:5])C.O[Li].O. The catalyst is C(O)C.O. The product is [C:28]([O:27][C:25]([NH:24][CH2:23][CH:20]1[CH2:21][CH2:22][N:18]([C:11]2[C:12]([F:17])=[CH:13][N:14]3[C:9]([C:10]=2[CH3:32])=[C:8]([CH:33]2[CH2:35][CH2:34]2)[CH:7]=[C:6]([C:4]([OH:5])=[O:3])[C:15]3=[O:16])[CH2:19]1)=[O:26])([CH3:29])([CH3:30])[CH3:31]. The yield is 0.870. (2) The reactants are [C:1]([NH:4][C:5]1[CH:6]=[C:7]([C:11]2[CH:16]=[N:15][CH:14]=[C:13](Cl)[N:12]=2)[CH:8]=[CH:9][CH:10]=1)(=[O:3])[CH3:2].[O:18]1[C:22]([C:23]2[CH:24]=[C:25]([CH:27]=[CH:28][CH:29]=2)[NH2:26])=[CH:21][N:20]=[CH:19]1.C1C=CC(P(C2C(C3C(P(C4C=CC=CC=4)C4C=CC=CC=4)=CC=C4C=3C=CC=C4)=C3C(C=CC=C3)=CC=2)C2C=CC=CC=2)=CC=1.CC(C)([O-])C.[Na+]. The catalyst is C1(C)C=CC=CC=1. The product is [O:18]1[C:22]([C:23]2[CH:24]=[C:25]([NH:26][C:13]3[N:12]=[C:11]([C:7]4[CH:6]=[C:5]([NH:4][C:1](=[O:3])[CH3:2])[CH:10]=[CH:9][CH:8]=4)[CH:16]=[N:15][CH:14]=3)[CH:27]=[CH:28][CH:29]=2)=[CH:21][N:20]=[CH:19]1. The yield is 0.258. (3) The reactants are [ClH:1].[C:2]1([S:8]([C:11]2[CH:12]=[N:13][C:14]3[C:19]([CH:20]=2)=[CH:18][CH:17]=[CH:16][C:15]=3[N:21]2[CH2:26][CH2:25][NH:24][CH2:23][CH2:22]2)(=[O:10])=[O:9])[CH:7]=[CH:6][CH:5]=[CH:4][CH:3]=1.[Cl:27]N1C(=O)CCC1=O. The catalyst is C(O)(=O)C. The product is [ClH:27].[Cl:1][C:16]1[C:15]([N:21]2[CH2:26][CH2:25][NH:24][CH2:23][CH2:22]2)=[C:14]2[C:19]([CH:20]=[C:11]([S:8]([C:2]3[CH:3]=[CH:4][CH:5]=[CH:6][CH:7]=3)(=[O:10])=[O:9])[CH:12]=[N:13]2)=[CH:18][CH:17]=1. The yield is 0.170. (4) The reactants are [CH3:1][C:2]1[CH:7]=[CH:6][C:5]([S:8]([CH2:10][C:11]#[CH:12])=O)=[CH:4][CH:3]=1.[ClH:13].O1CCOCC1. The catalyst is O1CCOCC1. The product is [Cl:13][CH2:12][C:11]1[C:6]2[CH:7]=[C:2]([CH3:1])[CH:3]=[CH:4][C:5]=2[S:8][CH:10]=1. The yield is 0.610. (5) The reactants are [CH:1]([Mg][Cl:5])([CH3:3])[CH3:2].[Br:6][C:7]1[CH:8]=[C:9]([C:13]([C:21]2[CH:26]=[CH:25][CH:24]=[CH:23][C:22]=2[C:27]#[N:28])=[N:14]S(C(C)(C)C)=O)[CH:10]=[CH:11][CH:12]=1. The catalyst is O1CCCC1. The product is [ClH:5].[Br:6][C:7]1[CH:8]=[C:9]([C:13]2([CH:1]([CH3:3])[CH3:2])[C:21]3[C:22](=[CH:23][CH:24]=[CH:25][CH:26]=3)[C:27]([NH2:28])=[N:14]2)[CH:10]=[CH:11][CH:12]=1. The yield is 0.0320. (6) The reactants are [C:1]([O:6][C:7]1[CH:12]=[CH:11][C:10]([P:13]([O:24][CH2:25][CH3:26])([CH2:15][P:16]([O:21][CH2:22][CH3:23])([O:18][CH2:19][CH3:20])=[O:17])=[O:14])=[CH:9][C:8]=1[C:27]([CH3:40])([CH3:39])[CH2:28][C:29]([O:31]CC1C=CC=CC=1)=[O:30])(=[O:5])[CH2:2][CH2:3]C.[CH3:41]O. The catalyst is [Pd]. The product is [CH3:41][CH:2]([CH3:3])[C:1]([O:6][C:7]1[CH:12]=[CH:11][C:10]([P:13]([O:24][CH2:25][CH3:26])([CH2:15][P:16]([O:21][CH2:22][CH3:23])([O:18][CH2:19][CH3:20])=[O:17])=[O:14])=[CH:9][C:8]=1[C:27]([CH3:40])([CH3:39])[CH2:28][C:29]([OH:31])=[O:30])=[O:5]. The yield is 0.980. (7) The reactants are [Br:1][C:2]1[CH:7]=[C:6]([S:8]([CH2:11][CH3:12])(=[O:10])=[O:9])[CH:5]=[CH:4][C:3]=1F.[F:14][C:15]1[CH:20]=[C:19]([F:21])[CH:18]=[CH:17][C:16]=1[OH:22].C([O-])([O-])=O.[Cs+].[Cs+].CC(=O)OCC. The catalyst is CS(C)=O. The product is [Br:1][C:2]1[CH:7]=[C:6]([S:8]([CH2:11][CH3:12])(=[O:10])=[O:9])[CH:5]=[CH:4][C:3]=1[O:22][C:16]1[CH:17]=[CH:18][C:19]([F:21])=[CH:20][C:15]=1[F:14]. The yield is 0.805.